Dataset: Reaction yield outcomes from USPTO patents with 853,638 reactions. Task: Predict the reaction yield, written as a fraction of the theoretical maximum amount of product (1.0 means a 100% yield; for example, 0.34 means a 34% yield). The reactants are [CH2:1]([O:3][C:4]1[CH:9]=[CH:8][CH:7]=[CH:6][C:5]=1B(O)O)[CH3:2].[F-].[K+].[N+:15]([C:18]1[CH:23]=[C:22]([N+:24]([O-:26])=[O:25])[CH:21]=[CH:20][C:19]=1Br)([O-:17])=[O:16].C(P(C(C)(C)C)C(C)(C)C)(C)(C)C. The catalyst is C1COCC1.C1C=CC(/C=C/C(/C=C/C2C=CC=CC=2)=O)=CC=1.C1C=CC(/C=C/C(/C=C/C2C=CC=CC=2)=O)=CC=1.C1C=CC(/C=C/C(/C=C/C2C=CC=CC=2)=O)=CC=1.[Pd].[Pd]. The product is [CH2:1]([O:3][C:4]1[CH:9]=[CH:8][CH:7]=[CH:6][C:5]=1[C:19]1[CH:20]=[CH:21][C:22]([N+:24]([O-:26])=[O:25])=[CH:23][C:18]=1[N+:15]([O-:17])=[O:16])[CH3:2]. The yield is 0.820.